Task: Predict the reaction yield, written as a fraction of the theoretical maximum amount of product (1.0 means a 100% yield; for example, 0.34 means a 34% yield).. Dataset: Reaction yield outcomes from USPTO patents with 853,638 reactions (1) The reactants are [CH2:1]([O:3][C:4]1[CH:13]=[C:12]2[C:7]([C:8]([C:25]([O:27][CH3:28])=[O:26])=[C:9]([CH3:24])[C:10]([C:14]3[CH:19]=[CH:18][CH:17]=[C:16]([C:20]([F:23])([F:22])[F:21])[CH:15]=3)=[N:11]2)=[CH:6][C:5]=1SCC)[CH3:2].O[O:33][S:34]([O-:36])=O.[K+].O1CC[CH2:40][CH2:39]1. The product is [CH2:1]([O:3][C:4]1[CH:13]=[C:12]2[C:7]([C:8]([C:25]([O:27][CH3:28])=[O:26])=[C:9]([CH3:24])[C:10]([C:14]3[CH:19]=[CH:18][CH:17]=[C:16]([C:20]([F:22])([F:21])[F:23])[CH:15]=3)=[N:11]2)=[CH:6][C:5]=1[S:34]([CH2:39][CH3:40])(=[O:36])=[O:33])[CH3:2]. The catalyst is O. The yield is 0.820. (2) The reactants are [N:1]1[CH:6]=[CH:5][CH:4]=[CH:3][C:2]=1[NH2:7].Cl[CH:9]([C:15](=O)[CH3:16])[C:10]([O:12]CC)=[O:11]. The catalyst is C(O)C. The product is [CH3:16][C:15]1[N:7]=[C:2]2[CH:3]=[CH:4][CH:5]=[CH:6][N:1]2[C:9]=1[C:10]([OH:12])=[O:11]. The yield is 0.440. (3) The reactants are [B:10]1([B:10]2[O:14][C:13]([CH3:16])([CH3:15])[C:12]([CH3:18])([CH3:17])[O:11]2)[O:14][C:13]([CH3:16])([CH3:15])[C:12]([CH3:18])([CH3:17])[O:11]1.C([O-])(=O)C.[K+].[CH3:24][C:25]1[CH:30]=[CH:29][N:28]2[C:31]([C:34]3[CH:35]=[C:36](OS(C(F)(F)F)(=O)=O)[CH:37]=[CH:38][CH:39]=3)=[CH:32][N:33]=[C:27]2[CH:26]=1. The catalyst is C1C=CC(P(C2C=CC=CC=2)[C-]2C=CC=C2)=CC=1.C1C=CC(P(C2C=CC=CC=2)[C-]2C=CC=C2)=CC=1.Cl[Pd]Cl.[Fe+2].C1(P(C2C=CC=CC=2)[C-]2C=CC=C2)C=CC=CC=1.[C-]1(P(C2C=CC=CC=2)C2C=CC=CC=2)C=CC=C1.[Fe+2].O1CCOCC1. The product is [CH3:24][C:25]1[CH:30]=[CH:29][N:28]2[C:31]([C:34]3[CH:39]=[CH:38][CH:37]=[C:36]([B:10]4[O:11][C:12]([CH3:17])([CH3:18])[C:13]([CH3:15])([CH3:16])[O:14]4)[CH:35]=3)=[CH:32][N:33]=[C:27]2[CH:26]=1. The yield is 0.900. (4) The reactants are [CH3:1][O:2][C:3]1[CH:19]=[CH:18][C:6]([CH2:7][NH:8][CH2:9][C:10]2[CH:15]=[CH:14][C:13]([O:16][CH3:17])=[CH:12][CH:11]=2)=[CH:5][CH:4]=1.CCN(CC)CC.[CH2:27]([S:29](Cl)(=[O:31])=[O:30])[CH3:28]. The catalyst is C(Cl)Cl.CN(C1C=CN=CC=1)C.O. The product is [CH3:17][O:16][C:13]1[CH:14]=[CH:15][C:10]([CH2:9][N:8]([CH2:7][C:6]2[CH:5]=[CH:4][C:3]([O:2][CH3:1])=[CH:19][CH:18]=2)[S:29]([CH2:27][CH3:28])(=[O:31])=[O:30])=[CH:11][CH:12]=1. The yield is 0.534. (5) The reactants are [Cl:1][C:2]1[CH:31]=[CH:30][C:5]([O:6][CH2:7][CH2:8][N:9]2[C:17]3[CH:16]=[CH:15][CH:14]=[CH:13][C:12]=3[C:11]3[CH2:18][CH2:19][N:20](C(OC(C)(C)C)=O)[CH2:21][CH2:22][C:10]2=3)=[CH:4][CH:3]=1.C(C(O)=O)(F)(F)F. The catalyst is C(Cl)Cl. The product is [ClH:1].[CH2:18]1[C:11]2[C:12]3[CH:13]=[CH:14][CH:15]=[CH:16][C:17]=3[N:9]([CH2:8][CH2:7][O:6][C:5]3[CH:4]=[CH:3][C:2]([Cl:1])=[CH:31][CH:30]=3)[C:10]=2[CH2:22][CH2:21][NH:20][CH2:19]1. The yield is 0.940. (6) The reactants are [F:1][C:2]([F:13])([F:12])[CH:3]([OH:11])[C:4]1[CH:9]=[CH:8][CH:7]=[CH:6][C:5]=1[NH2:10].C(Cl)Cl.C(N(CC)C(C)C)(C)C.[O:26]1[CH:30]=[CH:29][CH:28]=[C:27]1[C:31](Cl)=[O:32]. The catalyst is CCOCC. The product is [F:1][C:2]([F:12])([F:13])[CH:3]([C:4]1[CH:9]=[CH:8][CH:7]=[CH:6][C:5]=1[NH:10][C:31]([C:27]1[O:26][CH:30]=[CH:29][CH:28]=1)=[O:32])[OH:11]. The yield is 0.800. (7) The reactants are [C:1]([N:9]1[CH2:14][CH2:13][C:12]([CH2:16][NH2:17])([F:15])[CH2:11][CH2:10]1)(=[O:8])[C:2]1[CH:7]=[CH:6][CH:5]=[CH:4][CH:3]=1.[C:18](O[C:18]([O:20][C:21]([CH3:24])([CH3:23])[CH3:22])=[O:19])([O:20][C:21]([CH3:24])([CH3:23])[CH3:22])=[O:19]. The catalyst is CO. The product is [C:1]([N:9]1[CH2:10][CH2:11][C:12]([CH2:16][NH:17][C:18]([O:20][C:21]([CH3:24])([CH3:23])[CH3:22])=[O:19])([F:15])[CH2:13][CH2:14]1)(=[O:8])[C:2]1[CH:7]=[CH:6][CH:5]=[CH:4][CH:3]=1. The yield is 0.890.